This data is from Full USPTO retrosynthesis dataset with 1.9M reactions from patents (1976-2016). The task is: Predict the reactants needed to synthesize the given product. (1) Given the product [Cl:23][C:21]1[CH:20]=[CH:19][C:18]([O:24][CH2:25][C:26]2[CH:27]=[CH:28][CH:29]=[CH:30][CH:31]=2)=[C:17]([C:12]2[N:11]([C:9]3[CH:8]=[N:7][CH:6]=[C:5]([CH:10]=3)[C:4]([OH:32])=[O:3])[C:15]([CH3:16])=[CH:14][CH:13]=2)[CH:22]=1, predict the reactants needed to synthesize it. The reactants are: C([O:3][C:4](=[O:32])[C:5]1[CH:10]=[C:9]([N:11]2[C:15]([CH3:16])=[CH:14][CH:13]=[C:12]2[C:17]2[CH:22]=[C:21]([Cl:23])[CH:20]=[CH:19][C:18]=2[O:24][CH2:25][C:26]2[CH:31]=[CH:30][CH:29]=[CH:28][CH:27]=2)[CH:8]=[N:7][CH:6]=1)C.C(O)C. (2) The reactants are: [CH:1]1([C:7]([NH:9][C:10]2[CH:11]=[C:12]([CH:16]([OH:27])[CH2:17][CH2:18][NH:19][C:20](=[O:26])[O:21][C:22]([CH3:25])([CH3:24])[CH3:23])[CH:13]=[CH:14][CH:15]=2)=[O:8])[CH2:6][CH2:5][CH2:4][CH2:3][CH2:2]1.C1C=C[NH+]=CC=1.[O-][Cr](Cl)(=O)=O. Given the product [CH:1]1([C:7]([NH:9][C:10]2[CH:11]=[C:12]([C:16](=[O:27])[CH2:17][CH2:18][NH:19][C:20](=[O:26])[O:21][C:22]([CH3:23])([CH3:24])[CH3:25])[CH:13]=[CH:14][CH:15]=2)=[O:8])[CH2:2][CH2:3][CH2:4][CH2:5][CH2:6]1, predict the reactants needed to synthesize it. (3) The reactants are: [CH3:1][C:2]1[CH:11]=[CH:10][C:9]2[C:4](=[CH:5][C:6]([CH3:13])=[C:7]([OH:12])[CH:8]=2)[N:3]=1.[Br:14]Br. Given the product [Br:14][C:8]1[C:7]([OH:12])=[C:6]([CH3:13])[CH:5]=[C:4]2[C:9]=1[CH:10]=[CH:11][C:2]([CH3:1])=[N:3]2, predict the reactants needed to synthesize it.